Dataset: Full USPTO retrosynthesis dataset with 1.9M reactions from patents (1976-2016). Task: Predict the reactants needed to synthesize the given product. (1) Given the product [ClH:3].[CH3:5][O:6][C:7](=[O:37])[C@@H:8]([NH2:29])[CH2:9][C:10]1[CH:15]=[CH:14][C:13]([C:16]2[C:21]([O:22][CH3:23])=[CH:20][C:19]([C:24]#[N:25])=[CH:18][C:17]=2[O:27][CH3:28])=[CH:12][CH:11]=1, predict the reactants needed to synthesize it. The reactants are: S(Cl)([Cl:3])=O.[CH3:5][O:6][C:7](=[O:37])[C@@H:8]([NH:29]C(OC(C)(C)C)=O)[CH2:9][C:10]1[CH:15]=[CH:14][C:13]([C:16]2[C:21]([O:22][CH3:23])=[CH:20][C:19]([CH:24]=[N:25]O)=[CH:18][C:17]=2[O:27][CH3:28])=[CH:12][CH:11]=1. (2) Given the product [Cl:1][C:2]1[NH:10][C:9]2[C:8](=[O:14])[N:7]([CH2:37][CH2:36][CH2:35][CH2:34][CH2:33][C:31]3[O:30][N:29]=[C:28]([CH2:27][C:21]4[CH:22]=[CH:23][CH:24]=[CH:25][CH:26]=4)[N:32]=3)[C:6](=[O:15])[N:5]([CH2:16][CH2:17][CH2:18][CH2:19][CH3:20])[C:4]=2[N:3]=1, predict the reactants needed to synthesize it. The reactants are: [Cl:1][C:2]1[N:10](CC=C)[C:9]2[C:8](=[O:14])[NH:7][C:6](=[O:15])[N:5]([CH2:16][CH2:17][CH2:18][CH2:19][CH3:20])[C:4]=2[N:3]=1.[C:21]1([CH2:27][C:28]2[N:32]=[C:31]([CH2:33][CH2:34][CH2:35][CH2:36][CH2:37]O)[O:30][N:29]=2)[CH:26]=[CH:25][CH:24]=[CH:23][CH:22]=1.C1(P(C2C=CC=CC=2)C2C=CC=CC=2)C=CC=CC=1.C1C=CC(COC(/N=N/C(OCC2C=CC=CC=2)=O)=O)=CC=1.N1CCOCC1. (3) The reactants are: [OH-].[Li+].C([O:5][C:6](=[O:29])/[CH:7]=[CH:8]/[C:9]1[C:18]2[C:13](=[CH:14][C:15]([C:19]3[CH:24]=[CH:23][CH:22]=[C:21]([O:25][CH3:26])[CH:20]=3)=[CH:16][CH:17]=2)[CH:12]=[CH:11][C:10]=1[O:27][CH3:28])C. Given the product [CH3:28][O:27][C:10]1[CH:11]=[CH:12][C:13]2[C:18](=[CH:17][CH:16]=[C:15]([C:19]3[CH:24]=[CH:23][CH:22]=[C:21]([O:25][CH3:26])[CH:20]=3)[CH:14]=2)[C:9]=1/[CH:8]=[CH:7]/[C:6]([OH:29])=[O:5], predict the reactants needed to synthesize it. (4) Given the product [Cl:32][CH2:33][Cl:34].[NH:5]1[CH2:11][CH2:12][CH2:13][CH2:8][CH2:9]1, predict the reactants needed to synthesize it. The reactants are: [H][H].O.O[N:5]1[C:9]2C=[CH:11][CH:12]=[CH:13][C:8]=2N=N1.C(N=C=NC(C)C)(C)C.C(N(C(C)C)C(C)C)C.[Cl:32][CH2:33][Cl:34].